This data is from Catalyst prediction with 721,799 reactions and 888 catalyst types from USPTO. The task is: Predict which catalyst facilitates the given reaction. (1) Reactant: [C:1]1([C:7]2([CH2:20][O:21][CH2:22][C:23]3[CH:24]=[C:25]([C:32]([F:35])([F:34])[F:33])[CH:26]=[C:27]4[C:31]=3[NH:30][N:29]=[CH:28]4)[CH2:12][CH2:11][N:10](C(OC(C)(C)C)=O)[CH2:9][CH2:8]2)[CH:6]=[CH:5][CH:4]=[CH:3][CH:2]=1. Product: [C:1]1([C:7]2([CH2:20][O:21][CH2:22][C:23]3[CH:24]=[C:25]([C:32]([F:33])([F:35])[F:34])[CH:26]=[C:27]4[C:31]=3[NH:30][N:29]=[CH:28]4)[CH2:12][CH2:11][NH:10][CH2:9][CH2:8]2)[CH:2]=[CH:3][CH:4]=[CH:5][CH:6]=1. The catalyst class is: 55. (2) Reactant: [Br:1][C:2]1[CH:7]=[CH:6][C:5]([C:8]2[N:13]=[C:12]3[O:14][C:15]([CH3:20])([CH3:19])[CH2:16][CH:17]([NH2:18])[C:11]3=[CH:10][C:9]=2[C:21]2[CH:26]=[CH:25][C:24]([Cl:27])=[CH:23][CH:22]=2)=[C:4]([Cl:28])[CH:3]=1.CCN(CC)CC.[C:36](O[C:36]([O:38][C:39]([CH3:42])([CH3:41])[CH3:40])=[O:37])([O:38][C:39]([CH3:42])([CH3:41])[CH3:40])=[O:37]. Product: [Br:1][C:2]1[CH:7]=[CH:6][C:5]([C:8]2[N:13]=[C:12]3[O:14][C:15]([CH3:20])([CH3:19])[CH2:16][CH:17]([NH:18][C:36](=[O:37])[O:38][C:39]([CH3:42])([CH3:41])[CH3:40])[C:11]3=[CH:10][C:9]=2[C:21]2[CH:22]=[CH:23][C:24]([Cl:27])=[CH:25][CH:26]=2)=[C:4]([Cl:28])[CH:3]=1. The catalyst class is: 2. (3) Reactant: [C:1](=[NH:21])([O:3][CH2:4][CH2:5][C:6]1[CH:11]=[CH:10][C:9]([O:12][C:13]2[CH:18]=[CH:17][C:16]([Cl:19])=[C:15]([CH3:20])[CH:14]=2)=[CH:8][CH:7]=1)[NH2:2].[CH:22]([CH:24]([CH2:29][C:30]1[CH:31]=[N:32][C:33]([O:36][CH3:37])=[N:34][CH:35]=1)[C:25](OC)=O)=[O:23].C([O-])([O-])=O.[K+].[K+]. Product: [Cl:19][C:16]1[CH:17]=[CH:18][C:13]([O:12][C:9]2[CH:8]=[CH:7][C:6]([CH2:5][CH2:4][O:3][C:1]3[NH:2][CH:25]=[C:24]([CH2:29][C:30]4[CH:31]=[N:32][C:33]([O:36][CH3:37])=[N:34][CH:35]=4)[C:22](=[O:23])[N:21]=3)=[CH:11][CH:10]=2)=[CH:14][C:15]=1[CH3:20]. The catalyst class is: 37. (4) Reactant: [C:1]([NH:4][C:5]1[CH:10]=[CH:9][C:8]([CH2:11][C:12]([NH:14][C:15]2[C:16](=[O:30])[N:17]([CH2:23][C:24]3[CH:29]=[CH:28][CH:27]=[CH:26][CH:25]=3)[C:18](=[O:22])[NH:19][C:20]=2[NH2:21])=[O:13])=[CH:7][CH:6]=1)(=[O:3])[CH3:2].C(=O)([O-])[O-].[K+].[K+].Br[CH2:38][C:39]1[CH:43]=[CH:42][O:41][CH:40]=1.[Cl-].[Na+]. Product: [C:1]([NH:4][C:5]1[CH:6]=[CH:7][C:8]([CH2:11][C:12]([NH:14][C:15]2[C:16](=[O:30])[N:17]([CH2:23][C:24]3[CH:25]=[CH:26][CH:27]=[CH:28][CH:29]=3)[C:18](=[O:22])[N:19]([CH2:38][C:39]3[CH:43]=[CH:42][O:41][CH:40]=3)[C:20]=2[NH2:21])=[O:13])=[CH:9][CH:10]=1)(=[O:3])[CH3:2]. The catalyst class is: 9. (5) Reactant: [C:1]([C:4]1[C:5]([O:23][CH3:24])=[C:6]([C:12]2[CH:17]=[CH:16][C:15]([C:18]([O:20]C)=[O:19])=[C:14]([F:22])[CH:13]=2)[C:7]([CH3:11])=[C:8]([Cl:10])[CH:9]=1)(=[O:3])[CH3:2].[OH-].[Na+].O.Cl. Product: [C:1]([C:4]1[C:5]([O:23][CH3:24])=[C:6]([C:12]2[CH:17]=[CH:16][C:15]([C:18]([OH:20])=[O:19])=[C:14]([F:22])[CH:13]=2)[C:7]([CH3:11])=[C:8]([Cl:10])[CH:9]=1)(=[O:3])[CH3:2]. The catalyst class is: 5. (6) Reactant: [CH3:1][CH:2]([CH3:21])[CH:3]([NH:9][C:10]1[O:11][C:12]([C:15]2[CH:20]=[CH:19][CH:18]=[CH:17][CH:16]=2)=[N:13][N:14]=1)[C:4]([O:6]CC)=[O:5].[OH-].[Na+]. Product: [CH3:1][CH:2]([CH3:21])[CH:3]([NH:9][C:10]1[O:11][C:12]([C:15]2[CH:20]=[CH:19][CH:18]=[CH:17][CH:16]=2)=[N:13][N:14]=1)[C:4]([OH:6])=[O:5]. The catalyst class is: 87. (7) Reactant: [CH3:1][N:2]1[C:11](=[O:12])[C:10]2[N:9]([CH2:13][C:14]3[CH:19]=[CH:18][CH:17]=[CH:16][CH:15]=3)[C:8]([Cl:20])=[N:7][C:6]=2[NH:5][C:3]1=[O:4].[CH2:21](Br)[C:22]#[CH:23].C(=O)([O-])[O-].[K+].[K+]. Product: [CH3:1][N:2]1[C:11](=[O:12])[C:10]2[N:9]([CH2:13][C:14]3[CH:15]=[CH:16][CH:17]=[CH:18][CH:19]=3)[C:8]([Cl:20])=[N:7][C:6]=2[N:5]([CH2:23][C:22]#[CH:21])[C:3]1=[O:4]. The catalyst class is: 9.